From a dataset of Merck oncology drug combination screen with 23,052 pairs across 39 cell lines. Regression. Given two drug SMILES strings and cell line genomic features, predict the synergy score measuring deviation from expected non-interaction effect. (1) Drug 1: O=S1(=O)NC2(CN1CC(F)(F)F)C1CCC2Cc2cc(C=CCN3CCC(C(F)(F)F)CC3)ccc2C1. Drug 2: COC12C(COC(N)=O)C3=C(C(=O)C(C)=C(N)C3=O)N1CC1NC12. Cell line: MSTO. Synergy scores: synergy=-14.5. (2) Drug 2: CCc1c2c(nc3ccc(O)cc13)-c1cc3c(c(=O)n1C2)COC(=O)C3(O)CC. Synergy scores: synergy=4.51. Cell line: COLO320DM. Drug 1: Cc1nc(Nc2ncc(C(=O)Nc3c(C)cccc3Cl)s2)cc(N2CCN(CCO)CC2)n1. (3) Drug 2: Cn1nnc2c(C(N)=O)ncn2c1=O. Drug 1: N.N.O=C(O)C1(C(=O)O)CCC1.[Pt]. Synergy scores: synergy=-7.95. Cell line: PA1. (4) Synergy scores: synergy=-1.24. Drug 1: CN1C(=O)C=CC2(C)C3CCC4(C)C(NC(=O)OCC(F)(F)F)CCC4C3CCC12. Drug 2: COc1cc(C2c3cc4c(cc3C(OC3OC5COC(C)OC5C(O)C3O)C3COC(=O)C23)OCO4)cc(OC)c1O. Cell line: SKMES1.